This data is from Catalyst prediction with 721,799 reactions and 888 catalyst types from USPTO. The task is: Predict which catalyst facilitates the given reaction. Reactant: [CH3:1][N:2]([CH:10]1[CH2:13][N:12]([C:14]2[C:15]3[N:16]([N:20]=[N:21][N:22]=3)[CH:17]=[CH:18][N:19]=2)[CH2:11]1)[C:3](=[O:9])[O:4][C:5]([CH3:8])([CH3:7])[CH3:6].CN(C=O)C.[Br:28]N1C(=O)CCC1=O. Product: [Br:28][C:17]1[N:16]2[N:20]=[N:21][N:22]=[C:15]2[C:14]([N:12]2[CH2:13][CH:10]([N:2]([CH3:1])[C:3](=[O:9])[O:4][C:5]([CH3:8])([CH3:6])[CH3:7])[CH2:11]2)=[N:19][CH:18]=1. The catalyst class is: 6.